Task: Predict the reaction yield, written as a fraction of the theoretical maximum amount of product (1.0 means a 100% yield; for example, 0.34 means a 34% yield).. Dataset: Reaction yield outcomes from USPTO patents with 853,638 reactions (1) The reactants are C(OC([N:8]([O:33]C(OC(C)(C)C)=O)[CH2:9]/[CH:10]=[CH:11]\[C:12]1[C:17]([C:18]([O:20][CH3:21])=[O:19])=[N:16][CH:15]=[C:14]2[N:22]([CH2:25][C:26]3[CH:31]=[CH:30][C:29]([F:32])=[CH:28][CH:27]=3)[CH:23]=[CH:24][C:13]=12)=O)(C)(C)C.C(O)(C(F)(F)F)=O. The catalyst is C(Cl)Cl. The product is [F:32][C:29]1[CH:28]=[CH:27][C:26]([CH2:25][N:22]2[C:14]3=[CH:15][N:16]=[C:17]([C:18]([O:20][CH3:21])=[O:19])[C:12](/[CH:11]=[CH:10]\[CH2:9][NH:8][OH:33])=[C:13]3[CH:24]=[CH:23]2)=[CH:31][CH:30]=1. The yield is 0.870. (2) The product is [CH2:1]([P:3]([CH2:8][CH2:7][CH2:6][OH:9])(=[O:5])[OH:4])[CH3:2]. The yield is 0.890. The reactants are [CH2:1]([P:3]([OH:5])[OH:4])[CH3:2].[CH2:6]([OH:9])[CH:7]=[CH2:8].[O-]S(OOS([O-])(=O)=O)(=O)=O.[Na+].[Na+]. The catalyst is O. (3) The reactants are [C:1]([N:4]1[C:12]2[C:7](=[CH:8][C:9](Br)=[CH:10][CH:11]=2)[CH2:6][CH2:5]1)(=[O:3])[CH3:2].[I-:14].[Na+].CNCCNC. The catalyst is O1CCOCC1.C(N(CC)CC)C.[Cu]I. The product is [C:1]([N:4]1[C:12]2[C:7](=[CH:8][C:9]([I:14])=[CH:10][CH:11]=2)[CH2:6][CH2:5]1)(=[O:3])[CH3:2]. The yield is 0.620. (4) The yield is 0.800. The reactants are [CH3:1][N:2]([CH3:6])[CH2:3][CH2:4][OH:5].[CH2:7]([O:18][CH2:19]Cl)[CH2:8][CH2:9][CH2:10][CH2:11][CH2:12][CH2:13][CH2:14][CH2:15][CH2:16][CH3:17].[C:21]([O-:29])(=[O:28])[C:22]1[CH:27]=[CH:26][CH:25]=[CH:24][CH:23]=1.[Na+]. The product is [C:21]([O-:29])(=[O:28])[C:22]1[CH:27]=[CH:26][CH:25]=[CH:24][CH:23]=1.[OH:5][CH2:4][CH2:3][N+:2]([CH3:6])([CH3:1])[CH2:19][O:18][CH2:7][CH2:8][CH2:9][CH2:10][CH2:11][CH2:12][CH2:13][CH2:14][CH2:15][CH2:16][CH3:17]. The catalyst is CCCCCC.